From a dataset of Full USPTO retrosynthesis dataset with 1.9M reactions from patents (1976-2016). Predict the reactants needed to synthesize the given product. (1) Given the product [Cl:1][C:2]1[CH:3]=[C:4]([CH:8]([O:20][CH2:22][CH2:23][NH:24][C:25]([O:26][CH3:27])=[O:28])[C:9]2[CH:10]=[C:11]([CH:17]=[CH:18][CH:19]=2)[C:12]([O:14][CH2:15][CH3:16])=[O:13])[CH:5]=[CH:6][CH:7]=1, predict the reactants needed to synthesize it. The reactants are: [Cl:1][C:2]1[CH:3]=[C:4]([CH:8]([OH:20])[C:9]2[CH:10]=[C:11]([CH:17]=[CH:18][CH:19]=2)[C:12]([O:14][CH2:15][CH3:16])=[O:13])[CH:5]=[CH:6][CH:7]=1.O[CH2:22][CH2:23][NH:24][C:25](=[O:28])[O:26][CH3:27].O.C1(C)C=CC(S(O)(=O)=O)=CC=1.C([O-])(O)=O.[Na+]. (2) Given the product [OH:39][C:36]1([C:34]([NH:1][C@@H:2]2[CH2:7][CH2:6][C@H:5]([NH:8][C:9]([C:11]3[C:15]4[N:16]=[CH:17][N:18]=[C:19]([C:20]5[CH:25]=[C:24]([O:26][CH3:27])[CH:23]=[CH:22][C:21]=5[O:28][CH2:29][CH:30]5[CH2:31][CH2:32]5)[C:14]=4[NH:13][CH:12]=3)=[O:10])[CH2:4][CH2:3]2)=[O:35])[CH2:38][CH2:37]1, predict the reactants needed to synthesize it. The reactants are: [NH2:1][C@@H:2]1[CH2:7][CH2:6][C@H:5]([NH:8][C:9]([C:11]2[C:15]3[N:16]=[CH:17][N:18]=[C:19]([C:20]4[CH:25]=[C:24]([O:26][CH3:27])[CH:23]=[CH:22][C:21]=4[O:28][CH2:29][CH:30]4[CH2:32][CH2:31]4)[C:14]=3[NH:13][CH:12]=2)=[O:10])[CH2:4][CH2:3]1.Cl[C:34]([C:36]1([O:39]C(=O)C)[CH2:38][CH2:37]1)=[O:35]. (3) Given the product [C:19]([NH:18][C:16]1[S:15][C:13]2[N:14]=[C:9]([N:8]([CH:22]3[CH2:24][CH2:23]3)[C:4]3[CH:3]=[C:2]([NH:1][C:33](=[O:34])[C:32]4[CH:36]=[CH:37][CH:38]=[C:30]([C:27]([C:25]#[N:26])([CH3:28])[CH3:29])[CH:31]=4)[CH:7]=[CH:6][CH:5]=3)[N:10]=[CH:11][C:12]=2[N:17]=1)(=[O:21])[CH3:20], predict the reactants needed to synthesize it. The reactants are: [NH2:1][C:2]1[CH:3]=[C:4]([N:8]([CH:22]2[CH2:24][CH2:23]2)[C:9]2[N:10]=[CH:11][C:12]3[N:17]=[C:16]([NH:18][C:19](=[O:21])[CH3:20])[S:15][C:13]=3[N:14]=2)[CH:5]=[CH:6][CH:7]=1.[C:25]([C:27]([C:30]1[CH:31]=[C:32]([CH:36]=[CH:37][CH:38]=1)[C:33](O)=[O:34])([CH3:29])[CH3:28])#[N:26].F[P-](F)(F)(F)(F)F.N1(OC(N(C)C)=[N+](C)C)C2N=CC=CC=2N=N1.C(=O)([O-])O.[Na+]. (4) Given the product [Br:30][C:19]1[C:18]([C:17]#[N:20])=[C:8]([C:9]2[CH:14]=[CH:13][C:12]([Cl:15])=[CH:11][CH:10]=2)[NH:7][C:2]=1[C:3]([F:6])([F:5])[F:4], predict the reactants needed to synthesize it. The reactants are: Cl[CH:2]([N:7]=[C:8](Cl)[C:9]1[CH:14]=[CH:13][C:12]([Cl:15])=[CH:11][CH:10]=1)[C:3]([F:6])([F:5])[F:4].[C:17](#[N:20])[CH:18]=[CH2:19].C(N(CC)C(C)C)(C)C.[Br:30]Br. (5) Given the product [NH2:1][C:2](=[O:40])[C@@H:3]([NH:24][C:25]([C@@H:27]1[CH2:32][CH2:31][CH2:30][CH2:29][N:28]1[C:33]([O:35][C:36]([CH3:37])([CH3:39])[CH3:38])=[O:34])=[O:26])[CH2:4][C:5]1[CH:6]=[CH:7][C:8]([C:11]2[CH:23]=[CH:22][C:14]3[N:15]([CH2:19][CH2:20][O:21][Si:41]([C:44]([CH3:47])([CH3:46])[CH3:45])([CH3:43])[CH3:42])[C:16](=[O:18])[S:17][C:13]=3[CH:12]=2)=[CH:9][CH:10]=1, predict the reactants needed to synthesize it. The reactants are: [NH2:1][C:2](=[O:40])[C@@H:3]([NH:24][C:25]([C@@H:27]1[CH2:32][CH2:31][CH2:30][CH2:29][N:28]1[C:33]([O:35][C:36]([CH3:39])([CH3:38])[CH3:37])=[O:34])=[O:26])[CH2:4][C:5]1[CH:10]=[CH:9][C:8]([C:11]2[CH:23]=[CH:22][C:14]3[N:15]([CH2:19][CH2:20][OH:21])[C:16](=[O:18])[S:17][C:13]=3[CH:12]=2)=[CH:7][CH:6]=1.[Si:41](Cl)([C:44]([CH3:47])([CH3:46])[CH3:45])([CH3:43])[CH3:42].N1C=CN=C1.O.